This data is from Reaction yield outcomes from USPTO patents with 853,638 reactions. The task is: Predict the reaction yield, written as a fraction of the theoretical maximum amount of product (1.0 means a 100% yield; for example, 0.34 means a 34% yield). (1) The product is [OH:5][C:4]([CH2:6][CH2:7][NH:8][C:9]([NH:11][CH2:12][CH2:13][O:14][CH2:15][CH2:16][O:17][CH2:18][CH2:19][O:20][CH3:21])=[O:10])=[O:3]. The yield is 0.950. The reactants are C([O:3][C:4]([CH2:6][CH2:7][NH:8][C:9]([NH:11][CH2:12][CH2:13][O:14][CH2:15][CH2:16][O:17][CH2:18][CH2:19][O:20][CH3:21])=[O:10])=[O:5])C.CO.[OH-].[Na+]. The catalyst is C1COCC1. (2) The reactants are [CH:1]1([N:6]2[C:14]3[CH:13]=[C:12]([C:15]4[CH2:16][C:17]([CH3:24])([CH3:23])[NH:18][C:19]([CH3:22])([CH3:21])[CH:20]=4)[CH:11]=[C:10]([C:25]([NH:27][CH2:28][C:29]4[C:30](=[O:37])[NH:31][C:32]([CH3:36])=[CH:33][C:34]=4[CH3:35])=[O:26])[C:9]=3[CH:8]=[N:7]2)[CH2:5][CH2:4][CH2:3][CH2:2]1. The catalyst is CO.[Pd]. The product is [CH:1]1([N:6]2[C:14]3[CH:13]=[C:12]([CH:15]4[CH2:16][C:17]([CH3:23])([CH3:24])[NH:18][C:19]([CH3:22])([CH3:21])[CH2:20]4)[CH:11]=[C:10]([C:25]([NH:27][CH2:28][C:29]4[C:30](=[O:37])[NH:31][C:32]([CH3:36])=[CH:33][C:34]=4[CH3:35])=[O:26])[C:9]=3[CH:8]=[N:7]2)[CH2:2][CH2:3][CH2:4][CH2:5]1. The yield is 0.664. (3) The reactants are [Br:1][C:2]1[N:10]=[CH:9][CH:8]=[CH:7][C:3]=1[C:4]([OH:6])=O.CCN=C=NCCCN(C)C.[C:22]([C:26]1[CH:27]=[C:28]([CH:30]=[CH:31][CH:32]=1)[NH2:29])([CH3:25])([CH3:24])[CH3:23].C(=O)(O)[O-].[Na+]. The catalyst is ClCCl.O. The product is [Br:1][C:2]1[N:10]=[CH:9][CH:8]=[CH:7][C:3]=1[C:4]([NH:29][C:28]1[CH:30]=[CH:31][CH:32]=[C:26]([C:22]([CH3:25])([CH3:24])[CH3:23])[CH:27]=1)=[O:6]. The yield is 0.590. (4) The reactants are [NH2:1][CH:2]([CH3:5])[CH2:3][OH:4].[C:6](Cl)([O:8][CH2:9][C:10]1[CH:15]=[CH:14][CH:13]=[CH:12][CH:11]=1)=[O:7].C(N(CC)CC)C. The catalyst is O1CCCC1.C1(C)C=CC=CC=1. The product is [OH:4][CH2:3][CH:2]([NH:1][C:6](=[O:7])[O:8][CH2:9][C:10]1[CH:15]=[CH:14][CH:13]=[CH:12][CH:11]=1)[CH3:5]. The yield is 0.790. (5) The product is [Cl:24][C:25]1[N:30]=[C:29]([CH2:31][C:4]([C:3]2[CH:8]=[CH:9][CH:10]=[C:11]([O:12][CH3:13])[C:2]=2[F:1])=[O:6])[CH:28]=[CH:27][N:26]=1. The yield is 0.860. The reactants are [F:1][C:2]1[C:11]([O:12][CH3:13])=[CH:10][CH:9]=[CH:8][C:3]=1[C:4]([O:6]C)=O.[Li+].C[Si]([N-][Si](C)(C)C)(C)C.[Cl:24][C:25]1[N:30]=[C:29]([CH3:31])[CH:28]=[CH:27][N:26]=1. The catalyst is C1COCC1. (6) The reactants are [CH3:1][N:2]([CH3:8])[C@H:3]1[CH2:7][CH2:6][NH:5][CH2:4]1.C(N(CC)CC)C.F[C:17]1[C:18]([C:38]2[CH:43]=[CH:42][CH:41]=[CH:40][CH:39]=2)=[C:19]([CH3:37])[C:20]([C:35]#[N:36])=[C:21]2[C:25]=1[O:24][C:23]([C:26]1[CH:31]=[CH:30][CH:29]=[CH:28][C:27]=1[N+:32]([O-:34])=[O:33])=[N:22]2. The catalyst is CS(C)=O. The product is [CH3:1][N:2]([CH3:8])[C@H:3]1[CH2:7][CH2:6][N:5]([C:17]2[C:18]([C:38]3[CH:39]=[CH:40][CH:41]=[CH:42][CH:43]=3)=[C:19]([CH3:37])[C:20]([C:35]#[N:36])=[C:21]3[C:25]=2[O:24][C:23]([C:26]2[CH:31]=[CH:30][CH:29]=[CH:28][C:27]=2[N+:32]([O-:34])=[O:33])=[N:22]3)[CH2:4]1. The yield is 0.540.